Dataset: NCI-60 drug combinations with 297,098 pairs across 59 cell lines. Task: Regression. Given two drug SMILES strings and cell line genomic features, predict the synergy score measuring deviation from expected non-interaction effect. (1) Drug 1: C1C(C(OC1N2C=C(C(=O)NC2=O)F)CO)O. Drug 2: CC1CCCC2(C(O2)CC(NC(=O)CC(C(C(=O)C(C1O)C)(C)C)O)C(=CC3=CSC(=N3)C)C)C. Cell line: ACHN. Synergy scores: CSS=41.1, Synergy_ZIP=-9.62, Synergy_Bliss=-7.27, Synergy_Loewe=-2.41, Synergy_HSA=-0.429. (2) Synergy scores: CSS=43.8, Synergy_ZIP=-10.3, Synergy_Bliss=-0.107, Synergy_Loewe=0.752, Synergy_HSA=2.65. Drug 2: C1=NC2=C(N1)C(=S)N=CN2. Cell line: KM12. Drug 1: C1C(C(OC1N2C=NC3=C(N=C(N=C32)Cl)N)CO)O. (3) Drug 1: C1CN1P(=S)(N2CC2)N3CC3. Drug 2: CC1=C2C(C(=O)C3(C(CC4C(C3C(C(C2(C)C)(CC1OC(=O)C(C(C5=CC=CC=C5)NC(=O)OC(C)(C)C)O)O)OC(=O)C6=CC=CC=C6)(CO4)OC(=O)C)O)C)O. Cell line: RPMI-8226. Synergy scores: CSS=26.5, Synergy_ZIP=-2.87, Synergy_Bliss=3.20, Synergy_Loewe=1.05, Synergy_HSA=1.05. (4) Drug 1: C1=C(C(=O)NC(=O)N1)F. Drug 2: CC1C(C(=O)NC(C(=O)N2CCCC2C(=O)N(CC(=O)N(C(C(=O)O1)C(C)C)C)C)C(C)C)NC(=O)C3=C4C(=C(C=C3)C)OC5=C(C(=O)C(=C(C5=N4)C(=O)NC6C(OC(=O)C(N(C(=O)CN(C(=O)C7CCCN7C(=O)C(NC6=O)C(C)C)C)C)C(C)C)C)N)C. Cell line: UACC62. Synergy scores: CSS=36.3, Synergy_ZIP=-4.30, Synergy_Bliss=-9.15, Synergy_Loewe=-8.66, Synergy_HSA=-8.78. (5) Drug 1: CC1=C2C(C(=O)C3(C(CC4C(C3C(C(C2(C)C)(CC1OC(=O)C(C(C5=CC=CC=C5)NC(=O)OC(C)(C)C)O)O)OC(=O)C6=CC=CC=C6)(CO4)OC(=O)C)OC)C)OC. Drug 2: CN1C(=O)N2C=NC(=C2N=N1)C(=O)N. Cell line: OVCAR-8. Synergy scores: CSS=25.7, Synergy_ZIP=0.0279, Synergy_Bliss=-5.89, Synergy_Loewe=-34.2, Synergy_HSA=-6.96. (6) Drug 1: CC12CCC3C(C1CCC2=O)CC(=C)C4=CC(=O)C=CC34C. Drug 2: C1CC(C1)(C(=O)O)C(=O)O.[NH2-].[NH2-].[Pt+2]. Cell line: PC-3. Synergy scores: CSS=46.8, Synergy_ZIP=-3.70, Synergy_Bliss=-2.98, Synergy_Loewe=-1.23, Synergy_HSA=0.640. (7) Drug 1: C1CN1C2=NC(=NC(=N2)N3CC3)N4CC4. Drug 2: CC1=C(N=C(N=C1N)C(CC(=O)N)NCC(C(=O)N)N)C(=O)NC(C(C2=CN=CN2)OC3C(C(C(C(O3)CO)O)O)OC4C(C(C(C(O4)CO)O)OC(=O)N)O)C(=O)NC(C)C(C(C)C(=O)NC(C(C)O)C(=O)NCCC5=NC(=CS5)C6=NC(=CS6)C(=O)NCCC[S+](C)C)O. Cell line: CCRF-CEM. Synergy scores: CSS=55.9, Synergy_ZIP=-2.21, Synergy_Bliss=-1.70, Synergy_Loewe=-11.5, Synergy_HSA=-1.05.